This data is from Reaction yield outcomes from USPTO patents with 853,638 reactions. The task is: Predict the reaction yield, written as a fraction of the theoretical maximum amount of product (1.0 means a 100% yield; for example, 0.34 means a 34% yield). (1) The reactants are C[O:2][C:3]1[CH:4]=[CH:5][C:6]2[C:10]([O:11][C:12]3[CH:17]=[CH:16][C:15](/[CH:18]=[CH:19]/[C:20]([O:22]C(C)(C)C)=[O:21])=[CH:14][CH:13]=3)=[C:9]([C:27]3[CH:32]=[CH:31][C:30]([O:33]C)=[CH:29][CH:28]=3)[S:8][C:7]=2[CH:35]=1.B(Br)(Br)Br. The catalyst is C(Cl)Cl.CO. The product is [OH:2][C:3]1[CH:4]=[CH:5][C:6]2[C:10]([O:11][C:12]3[CH:17]=[CH:16][C:15](/[CH:18]=[CH:19]/[C:20]([OH:22])=[O:21])=[CH:14][CH:13]=3)=[C:9]([C:27]3[CH:28]=[CH:29][C:30]([OH:33])=[CH:31][CH:32]=3)[S:8][C:7]=2[CH:35]=1. The yield is 0.530. (2) The reactants are Br[C:2]1[CH:24]=[CH:23][C:5]([O:6][CH2:7][CH:8]2[CH2:13][CH2:12][N:11]([CH2:14][C:15]3([C:19]([F:22])([F:21])[F:20])[CH2:18][CH2:17][CH2:16]3)[CH2:10][CH2:9]2)=[C:4]([F:25])[CH:3]=1.[F:26][C:27]1[CH:32]=[C:31]([C:33]([O:35][CH3:36])=[O:34])[CH:30]=[CH:29][C:28]=1B(O)O.C([O-])([O-])=O.[Cs+].[Cs+].COCCOC. The catalyst is C1C=CC(P(C2C=CC=CC=2)[C-]2C=CC=C2)=CC=1.C1C=CC(P(C2C=CC=CC=2)[C-]2C=CC=C2)=CC=1.Cl[Pd]Cl.[Fe+2].O. The product is [F:26][C:27]1[CH:32]=[C:31]([C:33]([O:35][CH3:36])=[O:34])[CH:30]=[CH:29][C:28]=1[C:2]1[CH:24]=[CH:23][C:5]([O:6][CH2:7][CH:8]2[CH2:13][CH2:12][N:11]([CH2:14][C:15]3([C:19]([F:22])([F:21])[F:20])[CH2:18][CH2:17][CH2:16]3)[CH2:10][CH2:9]2)=[C:4]([F:25])[CH:3]=1. The yield is 0.570. (3) The reactants are [C:1]([O:5][C:6]([N:8]1[C:16]2[C:11](=[CH:12][CH:13]=[CH:14][CH:15]=2)[C:10]([CH2:17][C:18]([N:20]([C:36]([O:38][C:39]([CH3:42])([CH3:41])[CH3:40])=[O:37])[CH2:21][C:22]([C:24]2[C:34]3=[C:35]4[C:30](=[CH:31][CH:32]=[CH:33]3)[CH2:29][CH2:28][CH2:27][N:26]4[CH:25]=2)=O)=[O:19])=[CH:9]1)=[O:7])([CH3:4])([CH3:3])[CH3:2].C1CCN2C(=NCCC2)CC1. The catalyst is CN(C=O)C. The product is [C:1]([O:5][C:6]([N:8]1[C:16]2[C:11](=[CH:12][CH:13]=[CH:14][CH:15]=2)[C:10]([C:17]2[C:18](=[O:19])[N:20]([C:36]([O:38][C:39]([CH3:40])([CH3:41])[CH3:42])=[O:37])[CH2:21][C:22]=2[C:24]2[C:34]3=[C:35]4[C:30](=[CH:31][CH:32]=[CH:33]3)[CH2:29][CH2:28][CH2:27][N:26]4[CH:25]=2)=[CH:9]1)=[O:7])([CH3:3])([CH3:4])[CH3:2]. The yield is 0.640. (4) The reactants are [Cl:1][C:2]1[CH:9]=[CH:8][C:5]([CH2:6][NH2:7])=[C:4]([S:10][CH3:11])[CH:3]=1.C(OC(OC(C)(C)C)=O)(OC(C)(C)C)=[O:13].C(N(CC)CC)C. The catalyst is ClCCl. The product is [Cl:1][C:2]1[CH:9]=[CH:8][C:5]([CH2:6][NH2:7])=[C:4]([S:10]([CH3:11])=[O:13])[CH:3]=1. The yield is 0.640. (5) The reactants are Br[CH2:2][C:3]1[CH:8]=[CH:7][C:6]([I:9])=[CH:5][CH:4]=1.[OH:10][C:11]1[C:16]([CH2:17][CH2:18][CH3:19])=[C:15]([OH:20])[CH:14]=[CH:13][C:12]=1[C:21](=[O:23])[CH3:22].C(=O)([O-])[O-].[Cs+].[Cs+].O. The catalyst is CC(C)=O. The product is [OH:10][C:11]1[C:16]([CH2:17][CH2:18][CH3:19])=[C:15]([O:20][CH2:2][C:3]2[CH:8]=[CH:7][C:6]([I:9])=[CH:5][CH:4]=2)[CH:14]=[CH:13][C:12]=1[C:21](=[O:23])[CH3:22]. The yield is 0.520. (6) The reactants are [CH3:1][O:2][C:3]([C:5]1([CH2:11][CH2:12][CH:13]=C)[CH2:10][CH2:9][O:8][CH2:7][CH2:6]1)=[O:4].CO.CC[O:19]C(C)=O. The catalyst is CC(O)C.O.C(Cl)Cl.O=[Os](=O)(=O)=O. The product is [CH3:1][O:2][C:3]([C:5]1([CH2:11][CH2:12][CH:13]=[O:19])[CH2:6][CH2:7][O:8][CH2:9][CH2:10]1)=[O:4]. The yield is 0.940. (7) The reactants are [Cl:1][C:2]1[CH:15]=[C:14]([Cl:16])[CH:13]=[CH:12][C:3]=1[CH2:4][C:5]1[N:10]=[N:9][C:8]([OH:11])=[CH:7][CH:6]=1.[CH3:17][N:18]([C:22]1[CH:27]=[CH:26][CH:25]=[CH:24][CH:23]=1)[C:19](Cl)=[O:20].N12CCN(CC1)CC2.O. The catalyst is CN(C)C=O. The product is [Cl:1][C:2]1[CH:15]=[C:14]([Cl:16])[CH:13]=[CH:12][C:3]=1[CH2:4][C:5]1[N:10]=[N:9][C:8]([O:11][C:19](=[O:20])[N:18]([CH3:17])[C:22]2[CH:27]=[CH:26][CH:25]=[CH:24][CH:23]=2)=[CH:7][CH:6]=1. The yield is 0.800. (8) The reactants are [F:1][C:2]1[CH:7]=[CH:6][C:5]([CH2:8][C:9](=O)[CH3:10])=[C:4]([N+:12]([O-])=O)[CH:3]=1.[Sn](Cl)Cl.[C]=O. The catalyst is Cl[Pd](Cl)([P](C1C=CC=CC=1)(C1C=CC=CC=1)C1C=CC=CC=1)[P](C1C=CC=CC=1)(C1C=CC=CC=1)C1C=CC=CC=1.O1CCOCC1. The product is [F:1][C:2]1[CH:3]=[C:4]2[C:5]([CH:8]=[C:9]([CH3:10])[NH:12]2)=[CH:6][CH:7]=1. The yield is 0.910. (9) The reactants are N1C=CC=CC=1C1C2C(=O)N(CC(F)(F)F)C3C=CC=CC=3C=2N(C2CCCCO2)N=1.[Br:32][C:33]1[C:42]([C:43]2[CH:48]=[CH:47][CH:46]=[CH:45][N:44]=2)=[CH:41][C:40]2[N:39]([CH2:49][C:50]([F:53])([F:52])[F:51])[C:38](=[O:54])[C:37]3[CH2:55][N:56](C4CCCCO4)[NH:57][C:36]=3[C:35]=2[CH:34]=1.[ClH:64].O. The catalyst is O1CCOCC1. The product is [ClH:64].[Br:32][C:33]1[C:42]([C:43]2[CH:48]=[CH:47][CH:46]=[CH:45][N:44]=2)=[CH:41][C:40]2[N:39]([CH2:49][C:50]([F:52])([F:53])[F:51])[C:38](=[O:54])[C:37]3[CH:55]=[N:56][NH:57][C:36]=3[C:35]=2[CH:34]=1. The yield is 0.940. (10) The reactants are [N+:1]([C:4]1[CH:5]=[C:6]2[C:10](=[CH:11][CH:12]=1)[NH:9][N:8]=[CH:7]2)([O-:3])=[O:2].CCN(CC)CC.[C:20](O[C:20]([O:22][C:23]([CH3:26])([CH3:25])[CH3:24])=[O:21])([O:22][C:23]([CH3:26])([CH3:25])[CH3:24])=[O:21]. The catalyst is CN(C)C1C=CN=CC=1.C(#N)C. The product is [C:23]([O:22][C:20]([N:9]1[C:10]2[C:6](=[CH:5][C:4]([N+:1]([O-:3])=[O:2])=[CH:12][CH:11]=2)[CH:7]=[N:8]1)=[O:21])([CH3:26])([CH3:25])[CH3:24]. The yield is 0.960.